Task: Predict which catalyst facilitates the given reaction.. Dataset: Catalyst prediction with 721,799 reactions and 888 catalyst types from USPTO (1) Reactant: ClC1[O:6][C:5]2[CH:7]=[CH:8][C:9]([C:11]#[N:12])=[CH:10][C:4]=2[O:3]1. Product: [OH:3][C:4]1[CH:10]=[C:9]([CH:8]=[CH:7][C:5]=1[OH:6])[C:11]#[N:12]. The catalyst class is: 6. (2) Reactant: [C:1]([NH:8][CH2:9][CH2:10][CH2:11][CH2:12][NH2:13])([O:3][C:4]([CH3:7])([CH3:6])[CH3:5])=[O:2].[C:14]1(=O)[O:19][C:17](=[O:18])[CH:16]=[CH:15]1. Product: [C:4]([O:3][C:1](=[O:2])[NH:8][CH2:9][CH2:10][CH2:11][CH2:12][N:13]1[C:17](=[O:18])[CH:16]=[CH:15][C:14]1=[O:19])([CH3:5])([CH3:6])[CH3:7]. The catalyst class is: 11. (3) Reactant: [C:1]([C:3]1[CH:4]=[C:5]([C:9]2[CH:10]=[C:11]([CH:16]=[C:17]([CH:19]=[N:20][CH2:21][CH:22]3[CH2:27][CH2:26][NH:25][CH2:24][CH2:23]3)[CH:18]=2)[C:12]([O:14][CH3:15])=[O:13])[CH:6]=[CH:7][CH:8]=1)#[N:2].[C:28](O[C:28]([O:30][C:31]([CH3:34])([CH3:33])[CH3:32])=[O:29])([O:30][C:31]([CH3:34])([CH3:33])[CH3:32])=[O:29]. Product: [C:1]([C:3]1[CH:4]=[C:5]([C:9]2[CH:10]=[C:11]([CH:16]=[C:17]([CH:19]=[N:20][CH2:21][CH:22]3[CH2:27][CH2:26][N:25]([C:28]([O:30][C:31]([CH3:34])([CH3:33])[CH3:32])=[O:29])[CH2:24][CH2:23]3)[CH:18]=2)[C:12]([O:14][CH3:15])=[O:13])[CH:6]=[CH:7][CH:8]=1)#[N:2]. The catalyst class is: 11. (4) Reactant: [NH2:1][C:2]1[C:7]([C:8]([C:10]2[C:15]([O:16][CH3:17])=[CH:14][CH:13]=[C:12]([F:18])[C:11]=2[F:19])=[O:9])=[CH:6][N:5]=[C:4](Cl)[N:3]=1.[NH2:21][C:22]1[CH:27]=[CH:26][C:25]([S:28]([NH2:31])(=[O:30])=[O:29])=[CH:24][CH:23]=1.O. Product: [NH2:1][C:2]1[C:7]([C:8](=[O:9])[C:10]2[C:15]([O:16][CH3:17])=[CH:14][CH:13]=[C:12]([F:18])[C:11]=2[F:19])=[CH:6][N:5]=[C:4]([NH:21][C:22]2[CH:27]=[CH:26][C:25]([S:28]([NH2:31])(=[O:29])=[O:30])=[CH:24][CH:23]=2)[N:3]=1. The catalyst class is: 32. (5) Reactant: Cl[C:2]1[CH:7]=[C:6]([CH2:8][C:9]([CH3:12])([CH3:11])[CH3:10])[N:5]=[CH:4][N:3]=1.C([Sn](CCCC)(CCCC)[C:18]([O:20][CH2:21][CH3:22])=[CH2:19])CCC.O.CCOC(C)=O. Product: [CH2:21]([O:20][C:18]([C:2]1[CH:7]=[C:6]([CH2:8][C:9]([CH3:12])([CH3:11])[CH3:10])[N:5]=[CH:4][N:3]=1)=[CH2:19])[CH3:22]. The catalyst class is: 3.